This data is from Full USPTO retrosynthesis dataset with 1.9M reactions from patents (1976-2016). The task is: Predict the reactants needed to synthesize the given product. (1) Given the product [NH2:31][C:17]1[N:18]=[CH:19][C:20]([C:33]2[S:37][C:36]([CH:38]3[CH2:39][CH2:40][N:41]([C:44]([O:46][C:47]([CH3:49])([CH3:48])[CH3:50])=[O:45])[CH2:42][CH2:43]3)=[C:35]([CH3:51])[CH:34]=2)=[CH:21][C:16]=1[C:15]1[N:11]([C:3]2[CH:4]=[CH:5][C:6]([O:9][CH3:10])=[C:7]([F:8])[C:2]=2[F:1])[N:12]=[N:13][N:14]=1, predict the reactants needed to synthesize it. The reactants are: [F:1][C:2]1[C:7]([F:8])=[C:6]([O:9][CH3:10])[CH:5]=[CH:4][C:3]=1[N:11]1[C:15]([C:16]2[C:17]([NH2:31])=[N:18][CH:19]=[C:20](B3OC(C)(C)C(C)(C)O3)[CH:21]=2)=[N:14][N:13]=[N:12]1.Br[C:33]1[S:37][C:36]([CH:38]2[CH2:43][CH2:42][N:41]([C:44]([O:46][C:47]([CH3:50])([CH3:49])[CH3:48])=[O:45])[CH2:40][CH2:39]2)=[C:35]([CH3:51])[CH:34]=1.C([O-])(O)=O.[Na+]. (2) Given the product [Cl:27][C:28]1[C:21]([F:26])=[CH:22][CH:31]=[CH:30][C:29]=1[N:35]1[CH2:36][C:37]2([CH2:41][N:40]([C:2]3[S:3][C:4]([C:7]4[N:8]=[N:9][N:10]([CH2:12][C:13]([O:15][C:16]([CH3:19])([CH3:18])[CH3:17])=[O:14])[N:11]=4)=[CH:5][N:6]=3)[CH2:39]2)[CH2:38]1, predict the reactants needed to synthesize it. The reactants are: Br[C:2]1[S:3][C:4]([C:7]2[N:8]=[N:9][N:10]([CH2:12][C:13]([O:15][C:16]([CH3:19])([CH3:18])[CH3:17])=[O:14])[N:11]=2)=[CH:5][N:6]=1.F[C:21]([F:26])(F)[C:22](O)=O.[Cl:27][C:28]1C=C[C:31](F)=[CH:30][C:29]=1[N:35]1[CH2:38][C:37]2([CH2:41][NH:40][CH2:39]2)[CH2:36]1.C1CCN2C(=NCCC2)CC1.Cl. (3) Given the product [F:52][C:51]([F:54])([F:53])[C:49]([OH:55])=[O:50].[F:34][C:31]1([F:33])[CH2:32][C:30]1([C:8]1[C:5]2[CH:6]=[N:7][C:2]([NH:48][C:46]([NH:45][C@@H:43]([C:40]3[CH:39]=[CH:38][C:37]([F:36])=[CH:42][CH:41]=3)[CH3:44])=[O:47])=[CH:3][C:4]=2[NH:10][N:9]=1)[CH3:35], predict the reactants needed to synthesize it. The reactants are: Cl[C:2]1[N:7]=[CH:6][C:5]2[C:8]([C:30]3([CH3:35])[CH2:32][C:31]3([F:34])[F:33])=[N:9][N:10](C(C3C=CC=CC=3)(C3C=CC=CC=3)C3C=CC=CC=3)[C:4]=2[CH:3]=1.[F:36][C:37]1[CH:42]=[CH:41][C:40]([C@H:43]([NH:45][C:46]([NH2:48])=[O:47])[CH3:44])=[CH:39][CH:38]=1.[C:49]([OH:55])([C:51]([F:54])([F:53])[F:52])=[O:50]. (4) Given the product [C:17]([NH:36][NH2:37])(=[O:18])[C:16]1[C:11](=[CH:12][CH:13]=[CH:14][CH:15]=1)[C:10]([OH:19])=[O:43], predict the reactants needed to synthesize it. The reactants are: ClC1C(C(C2C=C3C(C=CC(C4C=CC=CC=4)=N3)=CC=2)N2[C:17](=[O:18])[C:16]3[C:11](=[CH:12][CH:13]=[CH:14][CH:15]=3)[C:10]2=[O:19])=NC=CN=1.[NH2:36][NH2:37].C(Cl)Cl.CC[OH:43]. (5) Given the product [CH3:25][C:24]([CH3:27])([CH3:26])[C:23]([N:13]1[CH2:12][CH2:11][N:10]([C:7]2[CH:8]=[N:9][C:4]([N+:1]([O-:3])=[O:2])=[CH:5][CH:6]=2)[CH2:15][CH2:14]1)=[O:28], predict the reactants needed to synthesize it. The reactants are: [N+:1]([C:4]1[N:9]=[CH:8][C:7]([N:10]2[CH2:15][CH2:14][NH:13][CH2:12][CH2:11]2)=[CH:6][CH:5]=1)([O-:3])=[O:2].C(N(CC)CC)C.[C:23](Cl)(=[O:28])[C:24]([CH3:27])([CH3:26])[CH3:25]. (6) Given the product [OH:12][N:11]=[C:10]([Cl:13])[C@@H:8]1[CH2:9][C@H:7]1[C:1]1[CH:6]=[CH:5][CH:4]=[CH:3][CH:2]=1, predict the reactants needed to synthesize it. The reactants are: [C:1]1([C@@H:7]2[CH2:9][C@H:8]2[CH:10]=[N:11][OH:12])[CH:6]=[CH:5][CH:4]=[CH:3][CH:2]=1.[Cl:13]N1C(=O)CCC1=O. (7) Given the product [CH2:32]([NH:34][C:2]1[O:6][N:5]=[C:4]([C:7]2[CH:12]=[CH:11][CH:10]=[CH:9][CH:8]=2)[C:3]=1[C:13]1[O:17][C:16]([C:18]2[CH:23]=[CH:22][C:21]([N:24]3[CH2:29][CH2:28][O:27][CH2:26][CH2:25]3)=[CH:20][C:19]=2[O:30][CH3:31])=[N:15][N:14]=1)[CH3:33], predict the reactants needed to synthesize it. The reactants are: Cl[C:2]1[O:6][N:5]=[C:4]([C:7]2[CH:12]=[CH:11][CH:10]=[CH:9][CH:8]=2)[C:3]=1[C:13]1[O:17][C:16]([C:18]2[CH:23]=[CH:22][C:21]([N:24]3[CH2:29][CH2:28][O:27][CH2:26][CH2:25]3)=[CH:20][C:19]=2[O:30][CH3:31])=[N:15][N:14]=1.[CH2:32]([NH2:34])[CH3:33].C(=O)([O-])[O-].[K+].[K+]. (8) Given the product [C:34]([CH2:33][O:32][C:31]1[C:19]2[CH2:18][C:17](=[CH:16][CH2:15][CH2:14][N:11]3[CH2:10][CH2:9][C:8]([C:5]4[CH:6]=[CH:7][C:2]([Cl:1])=[CH:3][CH:4]=4)([OH:39])[CH2:13][CH2:12]3)[C:27]3[C:22]([O:21][C:20]=2[CH:28]=[CH:29][CH:30]=1)=[N:23][CH:24]=[CH:25][CH:26]=3)([OH:36])=[O:35], predict the reactants needed to synthesize it. The reactants are: [Cl:1][C:2]1[CH:7]=[CH:6][C:5]([C:8]2([OH:39])[CH2:13][CH2:12][N:11]([CH2:14][CH2:15][CH:16]=[C:17]3[C:27]4[C:22](=[N:23][CH:24]=[CH:25][CH:26]=4)[O:21][C:20]4[CH:28]=[CH:29][CH:30]=[C:31]([O:32][CH2:33][C:34]([O:36]CC)=[O:35])[C:19]=4[CH2:18]3)[CH2:10][CH2:9]2)=[CH:4][CH:3]=1.[OH-].[Na+].